From a dataset of Forward reaction prediction with 1.9M reactions from USPTO patents (1976-2016). Predict the product of the given reaction. (1) The product is: [CH2:1]([S:3][C:4]1[CH:9]=[CH:8][CH:7]=[CH:6][C:5]=1[C:10]1[N:11]=[CH:12][C:13]2[N:19]=[CH:18][C:17]([C:20]([F:22])([F:23])[F:21])=[CH:16][C:14]=2[N:15]=1)[CH3:2]. Given the reactants [CH2:1]([S:3][C:4]1[CH:9]=[CH:8][CH:7]=[CH:6][C:5]=1[C:10]1[N:11]=[C:12](NNS(C2C=CC(C)=CC=2)(=O)=O)[C:13]2[N:19]=[CH:18][C:17]([C:20]([F:23])([F:22])[F:21])=[CH:16][C:14]=2[N:15]=1)[CH3:2].C(O)CO.[OH-].[Na+], predict the reaction product. (2) Given the reactants [F:1][C:2]1[CH:3]=[C:4]([NH:8][C:9]2[CH:19]=[C:18]([NH:20][CH2:21][CH2:22][CH3:23])[C:12]([C:13]([O:15]CC)=[O:14])=[CH:11][N:10]=2)[CH:5]=[CH:6][CH:7]=1.Cl, predict the reaction product. The product is: [F:1][C:2]1[CH:3]=[C:4]([NH:8][C:9]2[CH:19]=[C:18]([NH:20][CH2:21][CH2:22][CH3:23])[C:12]([C:13]([OH:15])=[O:14])=[CH:11][N:10]=2)[CH:5]=[CH:6][CH:7]=1.